From a dataset of Full USPTO retrosynthesis dataset with 1.9M reactions from patents (1976-2016). Predict the reactants needed to synthesize the given product. (1) The reactants are: N[C:2]1[CH:3]=[C:4]([CH:8]=[C:9]([S:11]([CH3:14])(=[O:13])=[O:12])[CH:10]=1)[C:5]([OH:7])=[O:6].N([O-])=[O:16].[Na+]. Given the product [OH:16][C:2]1[CH:3]=[C:4]([CH:8]=[C:9]([S:11]([CH3:14])(=[O:13])=[O:12])[CH:10]=1)[C:5]([OH:7])=[O:6], predict the reactants needed to synthesize it. (2) Given the product [CH3:1][O:2][C:3]1[CH:8]=[CH:7][C:6]([CH2:9][C:10]2[N:16]3[N:17]=[C:18]([C:21]4[S:22][CH:23]=[CH:24][CH:25]=4)[CH:19]=[CH:20][C:15]3=[N:13][N:12]=2)=[CH:5][CH:4]=1, predict the reactants needed to synthesize it. The reactants are: [CH3:1][O:2][C:3]1[CH:8]=[CH:7][C:6]([CH2:9][C:10]([NH:12][NH2:13])=O)=[CH:5][CH:4]=1.Cl[C:15]1[N:16]=[N:17][C:18]([C:21]2[S:22][CH:23]=[CH:24][CH:25]=2)=[CH:19][CH:20]=1. (3) Given the product [CH2:13]([O:12][C:7]1[CH:8]=[CH:9][CH:10]=[CH:11][C:6]=1[C:5]([OH:16])=[O:4])[C:14]#[CH:15], predict the reactants needed to synthesize it. The reactants are: [OH-].[Li+].C[O:4][C:5](=[O:16])[C:6]1[CH:11]=[CH:10][CH:9]=[CH:8][C:7]=1[O:12][CH2:13][C:14]#[CH:15].[OH-].[Na+].